Dataset: NCI-60 drug combinations with 297,098 pairs across 59 cell lines. Task: Regression. Given two drug SMILES strings and cell line genomic features, predict the synergy score measuring deviation from expected non-interaction effect. (1) Cell line: HOP-92. Drug 2: CC12CCC(CC1=CCC3C2CCC4(C3CC=C4C5=CN=CC=C5)C)O. Drug 1: C1CCC(C1)C(CC#N)N2C=C(C=N2)C3=C4C=CNC4=NC=N3. Synergy scores: CSS=9.83, Synergy_ZIP=-2.31, Synergy_Bliss=2.00, Synergy_Loewe=2.59, Synergy_HSA=2.04. (2) Drug 1: C1=CN(C=N1)CC(O)(P(=O)(O)O)P(=O)(O)O. Drug 2: CC12CCC3C(C1CCC2OP(=O)(O)O)CCC4=C3C=CC(=C4)OC(=O)N(CCCl)CCCl.[Na+]. Cell line: HL-60(TB). Synergy scores: CSS=31.7, Synergy_ZIP=-2.18, Synergy_Bliss=1.56, Synergy_Loewe=6.08, Synergy_HSA=6.26. (3) Drug 1: CN(CCCl)CCCl.Cl. Drug 2: C1CN(CCN1C(=O)CCBr)C(=O)CCBr. Cell line: OVCAR3. Synergy scores: CSS=5.49, Synergy_ZIP=1.28, Synergy_Bliss=10.0, Synergy_Loewe=0.972, Synergy_HSA=5.05. (4) Synergy scores: CSS=21.5, Synergy_ZIP=-4.87, Synergy_Bliss=3.65, Synergy_Loewe=-46.4, Synergy_HSA=1.13. Drug 1: COC1=C(C=C2C(=C1)N=CN=C2NC3=CC(=C(C=C3)F)Cl)OCCCN4CCOCC4. Drug 2: C1=NNC2=C1C(=O)NC=N2. Cell line: BT-549. (5) Drug 1: CC1CCCC2(C(O2)CC(NC(=O)CC(C(C(=O)C(C1O)C)(C)C)O)C(=CC3=CSC(=N3)C)C)C. Drug 2: CC12CCC3C(C1CCC2OP(=O)(O)O)CCC4=C3C=CC(=C4)OC(=O)N(CCCl)CCCl.[Na+]. Cell line: SNB-75. Synergy scores: CSS=32.2, Synergy_ZIP=-5.18, Synergy_Bliss=-15.2, Synergy_Loewe=-20.6, Synergy_HSA=-12.4.